Dataset: Reaction yield outcomes from USPTO patents with 853,638 reactions. Task: Predict the reaction yield, written as a fraction of the theoretical maximum amount of product (1.0 means a 100% yield; for example, 0.34 means a 34% yield). (1) The reactants are C[Al](C)C.[N:5]1[CH:10]=[CH:9][CH:8]=[CH:7][C:6]=1[NH2:11].[OH:12][C@@H:13]([CH2:18][O:19][C@H:20]([CH3:33])[CH2:21][O:22][Si:23]([CH:30]([CH3:32])[CH3:31])([CH:27]([CH3:29])[CH3:28])[CH:24]([CH3:26])[CH3:25])[C:14](OC)=[O:15]. The catalyst is C1(C)C=CC=CC=1. The product is [OH:12][C@@H:13]([CH2:18][O:19][C@H:20]([CH3:33])[CH2:21][O:22][Si:23]([CH:27]([CH3:29])[CH3:28])([CH:30]([CH3:32])[CH3:31])[CH:24]([CH3:25])[CH3:26])[C:14]([NH:11][C:6]1[CH:7]=[CH:8][CH:9]=[CH:10][N:5]=1)=[O:15]. The yield is 0.554. (2) The reactants are [CH:1]1([N:4]2[CH2:9][C:8]3([CH2:14][CH2:13][N:12]([S:15]([C:18]4[CH:23]=[CH:22][C:21](B5OC(C)(C)C(C)(C)O5)=[CH:20][CH:19]=4)(=[O:17])=[O:16])[CH2:11][CH2:10]3)[O:7][CH2:6][C:5]2=[O:33])[CH2:3][CH2:2]1.Br[C:35]1[CH:44]=[C:43]2[C:38]([CH:39]=[C:40]([OH:45])[CH:41]=[N:42]2)=[CH:37][CH:36]=1.C(=O)([O-])[O-].[K+].[K+]. The product is [CH:1]1([N:4]2[CH2:9][C:8]3([CH2:14][CH2:13][N:12]([S:15]([C:18]4[CH:19]=[CH:20][C:21]([C:35]5[CH:44]=[C:43]6[C:38]([CH:39]=[C:40]([OH:45])[CH:41]=[N:42]6)=[CH:37][CH:36]=5)=[CH:22][CH:23]=4)(=[O:17])=[O:16])[CH2:11][CH2:10]3)[O:7][CH2:6][C:5]2=[O:33])[CH2:3][CH2:2]1. The yield is 0.180. The catalyst is O1CCOCC1.O.C1C=CC([P]([Pd]([P](C2C=CC=CC=2)(C2C=CC=CC=2)C2C=CC=CC=2)([P](C2C=CC=CC=2)(C2C=CC=CC=2)C2C=CC=CC=2)[P](C2C=CC=CC=2)(C2C=CC=CC=2)C2C=CC=CC=2)(C2C=CC=CC=2)C2C=CC=CC=2)=CC=1. (3) The reactants are [N+:1]([C:4]1[CH:9]=[CH:8][C:7]([CH:10]([OH:12])[CH3:11])=[CH:6][CH:5]=1)([O-:3])=[O:2].[H-].[Na+].I[CH3:16]. The catalyst is C1COCC1. The product is [CH3:16][O:12][CH:10]([C:7]1[CH:6]=[CH:5][C:4]([N+:1]([O-:3])=[O:2])=[CH:9][CH:8]=1)[CH3:11]. The yield is 0.580. (4) The reactants are [F:1][C:2]1([F:18])[CH2:8][O:7][C:6]2=[C:9](C(O)=O)[S:10][C:11](C(O)=O)=[C:5]2[O:4][CH2:3]1.COC(C)(C)C. The catalyst is N1C2C(=CC=CC=2)C=CC=1.[Cr]([O-])([O-])=O.[Cu+2]. The product is [F:18][C:2]1([F:1])[CH2:8][O:7][C:6]2=[CH:9][S:10][CH:11]=[C:5]2[O:4][CH2:3]1. The yield is 0.400. (5) The reactants are [I-].C[S+](C)C.[CH2:6]([Li])CCC.[C:11]([O:30][CH2:31][C@@H:32]1[CH2:34][O:33]1)([C:24]1[CH:29]=[CH:28][CH:27]=[CH:26][CH:25]=1)([C:18]1[CH:23]=[CH:22][CH:21]=[CH:20][CH:19]=1)[C:12]1[CH:17]=[CH:16][CH:15]=[CH:14][CH:13]=1.[Cl-].[NH4+]. The catalyst is C1COCC1. The product is [C:11]([O:30][CH2:31][C@@H:32]([OH:33])[CH:34]=[CH2:6])([C:12]1[CH:17]=[CH:16][CH:15]=[CH:14][CH:13]=1)([C:18]1[CH:19]=[CH:20][CH:21]=[CH:22][CH:23]=1)[C:24]1[CH:25]=[CH:26][CH:27]=[CH:28][CH:29]=1. The yield is 0.540. (6) The reactants are [CH3:1][C:2]1[N:6]([C:7]2[CH:12]=[CH:11][CH:10]=[C:9]([O:13][C:14]([F:17])([F:16])[F:15])[CH:8]=2)[N:5]=[C:4]([C:18]2[CH:19]=[N:20][CH:21]=[N:22][CH:23]=2)[C:3]=1[C:24]([OH:26])=O.[N:27]1([CH:32]2[CH2:37][CH2:36][NH:35][CH2:34][CH2:33]2)[CH2:31][CH2:30][CH2:29][CH2:28]1. No catalyst specified. The product is [CH3:1][C:2]1[N:6]([C:7]2[CH:12]=[CH:11][CH:10]=[C:9]([O:13][C:14]([F:17])([F:16])[F:15])[CH:8]=2)[N:5]=[C:4]([C:18]2[CH:19]=[N:20][CH:21]=[N:22][CH:23]=2)[C:3]=1[C:24]([N:35]1[CH2:36][CH2:37][CH:32]([N:27]2[CH2:31][CH2:30][CH2:29][CH2:28]2)[CH2:33][CH2:34]1)=[O:26]. The yield is 0.320. (7) The reactants are C([O:4][CH2:5][C:6]1[C:7]([N:38]2[CH2:51][CH2:50][N:41]3[C:42]4[CH2:43][CH2:44][CH2:45][CH2:46][C:47]=4[C:48]([F:49])=[C:40]3[C:39]2=[O:52])=[N:8][CH:9]=[CH:10][C:11]=1[C:12]1[CH:17]=[C:16]([NH:18][C:19]2[CH:24]=[CH:23][C:22]([N:25]3[CH2:30][CH2:29][N:28]([CH:31]4[CH2:34][O:33][CH2:32]4)[CH2:27][C@@H:26]3[CH3:35])=[CH:21][N:20]=2)[C:15](=[O:36])[N:14]([CH3:37])[N:13]=1)(=O)C.[OH-].[Li+]. The catalyst is C(O)(C)C.C1COCC1.O. The product is [F:49][C:48]1[C:47]2[CH2:46][CH2:45][CH2:44][CH2:43][C:42]=2[N:41]2[CH2:50][CH2:51][N:38]([C:7]3[C:6]([CH2:5][OH:4])=[C:11]([C:12]4[CH:17]=[C:16]([NH:18][C:19]5[CH:24]=[CH:23][C:22]([N:25]6[CH2:30][CH2:29][N:28]([CH:31]7[CH2:34][O:33][CH2:32]7)[CH2:27][C@@H:26]6[CH3:35])=[CH:21][N:20]=5)[C:15](=[O:36])[N:14]([CH3:37])[N:13]=4)[CH:10]=[CH:9][N:8]=3)[C:39](=[O:52])[C:40]=12. The yield is 0.590. (8) The reactants are Br[C:2]1[CH:9]=[CH:8][C:5]([CH:6]=[O:7])=[CH:4][CH:3]=1.[CH2:10](B(O)O)[CH2:11][CH2:12][CH2:13][CH3:14]. No catalyst specified. The product is [CH2:10]([C:2]1[CH:9]=[CH:8][C:5]([CH:6]=[O:7])=[CH:4][CH:3]=1)[CH2:11][CH2:12][CH2:13][CH3:14]. The yield is 0.680.